The task is: Predict the reactants needed to synthesize the given product.. This data is from Full USPTO retrosynthesis dataset with 1.9M reactions from patents (1976-2016). (1) Given the product [O:25]=[CH:4][CH2:5][C@H:6]1[CH2:11][CH2:10][C@H:9]([NH:12][C:13]([C:15]2[C:24]3[C:19](=[CH:20][CH:21]=[CH:22][CH:23]=3)[N:18]=[CH:17][CH:16]=2)=[O:14])[CH2:8][CH2:7]1, predict the reactants needed to synthesize it. The reactants are: C(S[C:4](=[O:25])[CH2:5][C@H:6]1[CH2:11][CH2:10][C@H:9]([NH:12][C:13]([C:15]2[C:24]3[C:19](=[CH:20][CH:21]=[CH:22][CH:23]=3)[N:18]=[CH:17][CH:16]=2)=[O:14])[CH2:8][CH2:7]1)C.C.C([SiH](CC)CC)C.CCCCCCC.C([O-])(=O)C. (2) Given the product [N:6]1[C:7]2[CH:11]=[CH:10][S:9][C:8]=2[C:12](=[O:14])[NH:5][CH:21]=1, predict the reactants needed to synthesize it. The reactants are: C([O-])(=O)C.[NH4+:5].[NH2:6][C:7]1[CH:11]=[CH:10][S:9][C:8]=1[C:12]([O:14]C)=O.C([O-])([O-])OC.[CH3:21]O. (3) Given the product [CH2:24]([O:15][C:13](=[O:14])[CH2:12][N:3]1[C:4]2[C:9](=[CH:8][CH:7]=[CH:6][CH:5]=2)[CH:10]=[C:2]1[CH3:1])[CH3:25], predict the reactants needed to synthesize it. The reactants are: [CH3:1][C:2]1[NH:3][C:4]2[C:9]([CH:10]=1)=[CH:8][CH:7]=[CH:6][CH:5]=2.Br[CH2:12][C:13]([O-:15])=[O:14].C(=O)([O-])[O-].[Cs+].[Cs+].[I-].[K+].[C:24](#N)[CH3:25]. (4) Given the product [ClH:29].[NH2:53][CH:49]1[CH2:50][CH2:51][N:47]([C:35]2[N:34]([CH2:30][C:31]#[C:32][CH3:33])[C:42]3[C:41](=[O:43])[N:40]([CH3:44])[C:39]([C:45]#[N:46])=[N:38][C:37]=3[N:36]=2)[CH2:48]1, predict the reactants needed to synthesize it. The reactants are: N1CCC(NC(=O)OC(C)(C)C)C1.CN(C1CCCNC1)C(=O)OC(C)(C)C.[ClH:29].[CH2:30]([N:34]1[C:42]2[C:41](=[O:43])[N:40]([CH3:44])[C:39]([C:45]#[N:46])=[N:38][C:37]=2[N:36]=[C:35]1[N:47]1C[CH2:51][CH2:50][CH:49]([NH:53]C)[CH2:48]1)[C:31]#[C:32][CH3:33].